From a dataset of Reaction yield outcomes from USPTO patents with 853,638 reactions. Predict the reaction yield, written as a fraction of the theoretical maximum amount of product (1.0 means a 100% yield; for example, 0.34 means a 34% yield). (1) The reactants are [O:1]1[CH2:6][CH2:5][CH2:4][CH2:3][CH:2]1[N:7]1[C:15]2[C:10](=[CH:11][C:12]([C:16]3[N:20]=[CH:19][N:18]([C:21]([C:34]4[CH:39]=[CH:38][CH:37]=[CH:36][CH:35]=4)([C:28]4[CH:33]=[CH:32][CH:31]=[CH:30][CH:29]=4)[C:22]4[CH:27]=[CH:26][CH:25]=[CH:24][CH:23]=4)[N:17]=3)=[CH:13][CH:14]=2)[C:9]([C:40]2[CH:41]=[C:42]([CH:47]=[CH:48][CH:49]=2)[C:43](OC)=[O:44])=[N:8]1.O.[OH-].[Li+].[NH2:53][C@@H:54]1[C:62]2[C:57](=[CH:58][CH:59]=[CH:60][CH:61]=2)[CH2:56][CH2:55]1.O.ON1C2C=CC=CC=2N=N1. The catalyst is O1CCCC1.O1CCCC1.O. The product is [C@@H:54]1([NH:53][C:43]([C:42]2[CH:47]=[CH:48][CH:49]=[C:40]([C:9]3[C:10]4[C:15](=[CH:14][CH:13]=[C:12]([C:16]5[N:20]=[CH:19][N:18]([C:21]([C:28]6[CH:29]=[CH:30][CH:31]=[CH:32][CH:33]=6)([C:34]6[CH:39]=[CH:38][CH:37]=[CH:36][CH:35]=6)[C:22]6[CH:27]=[CH:26][CH:25]=[CH:24][CH:23]=6)[N:17]=5)[CH:11]=4)[N:7]([CH:2]4[CH2:3][CH2:4][CH2:5][CH2:6][O:1]4)[N:8]=3)[CH:41]=2)=[O:44])[C:62]2[C:57](=[CH:58][CH:59]=[CH:60][CH:61]=2)[CH2:56][CH2:55]1. The yield is 0.600. (2) The catalyst is C1(C)C=CC=CC=1. The product is [CH3:1][C@H:2]1[CH2:7][N:6]([C:8]2[CH:13]=[CH:12][C:11]([O:14][C:15]([F:16])([F:18])[F:17])=[CH:10][CH:9]=2)[CH2:5][C@@H:4]([CH3:19])[N:3]1[S:20]([C:23]1[C:24]2[CH2:25][CH:26]([C:32]3[NH:46][N:45]=[N:44][N:33]=3)[CH2:27][C:28]=2[CH:29]=[CH:30][CH:31]=1)(=[O:22])=[O:21]. The reactants are [CH3:1][C@H:2]1[CH2:7][N:6]([C:8]2[CH:13]=[CH:12][C:11]([O:14][C:15]([F:18])([F:17])[F:16])=[CH:10][CH:9]=2)[CH2:5][C@@H:4]([CH3:19])[N:3]1[S:20]([C:23]1[CH:31]=[CH:30][CH:29]=[C:28]2[C:24]=1[CH2:25][CH:26]([C:32]#[N:33])[CH2:27]2)(=[O:22])=[O:21].C([Sn](=O)CCCC)CCC.[N:44]([Si](C)(C)C)=[N+:45]=[N-:46]. The yield is 0.610. (3) The product is [Si:31]([O:15][C:10]1[CH:11]=[CH:12][C:13]([CH3:14])=[C:8]([C:6]2[CH:5]=[C:4]([Cl:16])[N:3]=[C:2]([NH2:1])[N:7]=2)[CH:9]=1)([C:34]([CH3:37])([CH3:36])[CH3:35])([CH3:33])[CH3:32]. The catalyst is ClCCl. The yield is 0.770. The reactants are [NH2:1][C:2]1[N:7]=[C:6]([C:8]2[CH:9]=[C:10]([OH:15])[CH:11]=[CH:12][C:13]=2[CH3:14])[CH:5]=[C:4]([Cl:16])[N:3]=1.N1C(C)=CC=CC=1C.FC(F)(F)S(O[Si:31]([C:34]([CH3:37])([CH3:36])[CH3:35])([CH3:33])[CH3:32])(=O)=O.